From a dataset of Catalyst prediction with 721,799 reactions and 888 catalyst types from USPTO. Predict which catalyst facilitates the given reaction. (1) Reactant: [N:1]([CH2:4][C:5]1[CH:10]=[C:9]([Cl:11])[CH:8]=[C:7]([CH2:12][N:13]=[N+]=[N-])[CH:6]=1)=[N+]=[N-].[H-].[H-].[H-].[H-].[Li+].[Al+3].[OH-].[Na+]. Product: [NH2:1][CH2:4][C:5]1[CH:6]=[C:7]([CH:8]=[C:9]([Cl:11])[CH:10]=1)[CH2:12][NH2:13]. The catalyst class is: 1. (2) Reactant: [N+:1]([C:4]1[CH:8]=[CH:7][NH:6][N:5]=1)([O-:3])=[O:2].[H-].[Na+].Br[CH2:12][C:13]1[CH:18]=[CH:17][C:16]([S:19]([CH3:22])(=[O:21])=[O:20])=[CH:15][CH:14]=1. Product: [CH3:22][S:19]([C:16]1[CH:17]=[CH:18][C:13]([CH2:12][N:6]2[CH:7]=[CH:8][C:4]([N+:1]([O-:3])=[O:2])=[N:5]2)=[CH:14][CH:15]=1)(=[O:20])=[O:21]. The catalyst class is: 9. (3) Reactant: [Cl:1][C:2]1[S:6][N:5]=[C:4]([OH:7])[CH:3]=1.N12CCCN=C1CCCCC2.[CH3:19][O:20][CH2:21]Cl.O. The catalyst class is: 7. Product: [Cl:1][C:2]1[S:6][N:5]=[C:4]([O:7][CH2:19][O:20][CH3:21])[CH:3]=1. (4) Reactant: [NH2:1][C:2]1[C:11]2[C:6](=[CH:7][CH:8]=[CH:9][CH:10]=2)[C:5]([O:12][C:13]2[CH:18]=[CH:17][N:16]=[CH:15][CH:14]=2)=[CH:4][CH:3]=1.[C:19](=O)(O)[O-:20].[Na+].C(Cl)(Cl)=O.[C:28]([C:32]1[CH:33]=[C:34]([C:41](=[O:44])[NH:42][CH3:43])[C:35]([O:39][CH3:40])=[C:36]([CH:38]=1)[NH2:37])([CH3:31])([CH3:30])[CH3:29]. Product: [C:28]([C:32]1[CH:33]=[C:34]([C:41](=[O:44])[NH:42][CH3:43])[C:35]([O:39][CH3:40])=[C:36]([NH:37][C:19]([NH:1][C:2]2[C:11]3[C:6](=[CH:7][CH:8]=[CH:9][CH:10]=3)[C:5]([O:12][C:13]3[CH:18]=[CH:17][N:16]=[CH:15][CH:14]=3)=[CH:4][CH:3]=2)=[O:20])[CH:38]=1)([CH3:31])([CH3:29])[CH3:30]. The catalyst class is: 4. (5) Reactant: [CH2:1]([N:3](CC)CC)C.[Cl:8][C:9]1[C:10]([CH2:23]O)=[CH:11][C:12]2[C:17]([CH:18]=1)=[CH:16][CH:15]=[CH:14][C:13]=2[CH2:19][N:20]([CH3:22])[CH3:21].CS(Cl)(=O)=O.[C-]#N.[K+]. Product: [Cl:8][C:9]1[C:10]([CH2:23][C:1]#[N:3])=[CH:11][C:12]2[C:17]([CH:18]=1)=[CH:16][CH:15]=[CH:14][C:13]=2[CH2:19][N:20]([CH3:22])[CH3:21]. The catalyst class is: 34. (6) Reactant: [CH3:1][C:2]1[C:6]([C:7](=[O:21])[CH2:8][O:9][C:10]2[CH:15]=[CH:14][C:13]([CH2:16][C:17]([O:19][CH3:20])=[O:18])=[CH:12][CH:11]=2)=[C:5]([CH3:22])[O:4][N:3]=1.[BH4-].[Na+]. Product: [CH3:1][C:2]1[C:6]([CH:7]([OH:21])[CH2:8][O:9][C:10]2[CH:15]=[CH:14][C:13]([CH2:16][C:17]([O:19][CH3:20])=[O:18])=[CH:12][CH:11]=2)=[C:5]([CH3:22])[O:4][N:3]=1. The catalyst class is: 5. (7) Reactant: N#N.[CH3:3][S:4]([C:7]1[O:11][C:10]([CH2:12]O)=[CH:9][CH:8]=1)(=[O:6])=[O:5].CCN(CC)CC.C(Cl)[Cl:22]. Product: [Cl:22][CH2:12][C:10]1[O:11][C:7]([S:4]([CH3:3])(=[O:6])=[O:5])=[CH:8][CH:9]=1. The catalyst class is: 142. (8) Product: [CH2:3]([O:7][C@@H:8]1[C@@H:13]([O:14][CH3:25])[C@H:12]([O:15][CH:16]2[CH2:21][CH2:20][CH2:19][CH2:18][O:17]2)[C@H:11]2[CH2:22][O:23][C@@H:9]1[O:10]2)[CH2:4][CH2:5][CH3:6]. Reactant: [H-].[Na+].[CH2:3]([O:7][C@@H:8]1[C@@H:13]([OH:14])[C@H:12]([O:15][CH:16]2[CH2:21][CH2:20][CH2:19][CH2:18][O:17]2)[C@H:11]2[CH2:22][O:23][C@@H:9]1[O:10]2)[CH2:4][CH2:5][CH3:6].I[CH3:25].CO. The catalyst class is: 9.